The task is: Predict the reactants needed to synthesize the given product.. This data is from Full USPTO retrosynthesis dataset with 1.9M reactions from patents (1976-2016). (1) Given the product [NH2:39][CH:6]([C:9]1[N:14]=[CH:13][C:12]([NH:15][C:16]2[N:21]=[C:20]([CH2:22][CH2:23][C:24]3[CH:29]=[CH:28][CH:27]=[CH:26][C:25]=3[CH2:30][C:31]([NH2:33])=[O:32])[C:19]([C:34]([F:37])([F:35])[F:36])=[CH:18][N:17]=2)=[CH:11][CH:10]=1)[CH3:7], predict the reactants needed to synthesize it. The reactants are: C([O-])(=O)C.[NH4+].[C:6]([C:9]1[N:14]=[CH:13][C:12]([NH:15][C:16]2[N:21]=[C:20]([CH2:22][CH2:23][C:24]3[CH:29]=[CH:28][CH:27]=[CH:26][C:25]=3[CH2:30][C:31]([NH2:33])=[O:32])[C:19]([C:34]([F:37])([F:36])[F:35])=[CH:18][N:17]=2)=[CH:11][CH:10]=1)(=O)[CH3:7].C([BH3-])#[N:39].[Na+].[OH-].[K+]. (2) Given the product [Br:1][C:2]1[CH:3]=[C:4]2[C:9](=[CH:10][CH:11]=1)[N:8]=[C:7]([N:12]([CH2:13][C:14]1[CH:19]=[CH:18][C:17]([F:20])=[CH:16][CH:15]=1)[CH3:23])[CH:6]=[N:5]2, predict the reactants needed to synthesize it. The reactants are: [Br:1][C:2]1[CH:3]=[C:4]2[C:9](=[CH:10][CH:11]=1)[N:8]=[C:7]([NH:12][CH2:13][C:14]1[CH:19]=[CH:18][C:17]([F:20])=[CH:16][CH:15]=1)[CH:6]=[N:5]2.[H-].[Na+].[CH3:23]I. (3) Given the product [ClH:1].[F:30][C:31]1([F:35])[CH2:34][N:33]([C:2]2[N:7]=[CH:6][N:5]=[C:4]([N:8]3[C:12](=[O:13])[C:11]([C:14]4[CH:15]=[N:16][CH:17]=[CH:18][CH:19]=4)=[CH:10][NH:9]3)[CH:3]=2)[CH2:32]1, predict the reactants needed to synthesize it. The reactants are: [Cl:1][C:2]1[N:7]=[CH:6][N:5]=[C:4]([N:8]2[C:12](=[O:13])[C:11]([C:14]3[CH:15]=[N:16][CH:17]=[CH:18][CH:19]=3)=[CH:10][NH:9]2)[CH:3]=1.C(N(CC)C(C)C)(C)C.Cl.[F:30][C:31]1([F:35])[CH2:34][NH:33][CH2:32]1. (4) Given the product [O:42]=[S:38]1(=[O:41])[CH2:39][CH2:40][N:35]([CH2:34][CH2:33][NH:32][C@:16]23[CH2:28][CH2:27][C@@H:26]([C:29]([CH3:31])=[CH2:30])[C@@H:17]2[C@@H:18]2[C@@:13]([CH3:43])([CH2:14][CH2:15]3)[C@@:12]3([CH3:44])[C@@H:21]([C@:22]4([CH3:25])[C@@H:9]([CH2:10][CH2:11]3)[C:8]([CH3:45])([CH3:46])[C:7]([C:53]3[CH2:54][O:55][C:50]([CH3:49])([C:65]([O:67][CH2:68][CH3:69])=[O:66])[O:51][CH:52]=3)=[CH:24][CH2:23]4)[CH2:20][CH2:19]2)[CH2:36][CH2:37]1, predict the reactants needed to synthesize it. The reactants are: FC(F)(F)S(O[C:7]1[C:8]([CH3:46])([CH3:45])[C@H:9]2[C@:22]([CH3:25])([CH2:23][CH:24]=1)[C@@H:21]1[C@:12]([CH3:44])([C@@:13]3([CH3:43])[C@H:18]([CH2:19][CH2:20]1)[C@H:17]1[C@H:26]([C:29]([CH3:31])=[CH2:30])[CH2:27][CH2:28][C@:16]1([NH:32][CH2:33][CH2:34][N:35]1[CH2:40][CH2:39][S:38](=[O:42])(=[O:41])[CH2:37][CH2:36]1)[CH2:15][CH2:14]3)[CH2:11][CH2:10]2)(=O)=O.[CH3:49][C:50]1([C:65]([O:67][CH2:68][CH3:69])=[O:66])[O:55][CH2:54][C:53](B2OC(C)(C)C(C)(C)O2)=[CH:52][O:51]1. (5) Given the product [Cl:1][C:2]1[CH:3]=[CH:4][C:5]([CH2:6][O:7][C:8]2[CH:13]=[CH:12][C:11]([C:14]([C:16]3[C:24]4[C:19](=[N:20][CH:21]=[CH:22][CH:23]=4)[NH:18][CH:17]=3)=[O:15])=[CH:10][C:9]=2[F:25])=[CH:26][CH:27]=1, predict the reactants needed to synthesize it. The reactants are: [Cl:1][C:2]1[CH:27]=[CH:26][C:5]([CH2:6][O:7][C:8]2[CH:13]=[CH:12][C:11]([CH:14]([C:16]3[C:24]4[C:19](=[N:20][CH:21]=[CH:22][CH:23]=4)[NH:18][CH:17]=3)[OH:15])=[CH:10][C:9]=2[F:25])=[CH:4][CH:3]=1.CC(OI1(OC(C)=O)(OC(C)=O)OC(=O)C2C=CC=CC1=2)=O. (6) Given the product [CH:16]1([N:5]2[C:4]3[N:3]=[C:2]([NH:21][C:22]4[CH:27]=[CH:26][C:25]([OH:28])=[CH:24][CH:23]=4)[N:11]=[CH:10][C:9]=3[N:8]([CH3:12])[C:7](=[O:13])[C@H:6]2[CH2:14][CH3:15])[CH2:20][CH2:19][CH2:18][CH2:17]1, predict the reactants needed to synthesize it. The reactants are: Cl[C:2]1[N:11]=[CH:10][C:9]2[N:8]([CH3:12])[C:7](=[O:13])[C@@H:6]([CH2:14][CH3:15])[N:5]([CH:16]3[CH2:20][CH2:19][CH2:18][CH2:17]3)[C:4]=2[N:3]=1.[NH2:21][C:22]1[CH:27]=[CH:26][C:25]([OH:28])=[CH:24][CH:23]=1.CCOCC. (7) Given the product [Cl:1][C:2]1[CH:18]=[C:28]([C:27](=[NH:24])[NH:30][OH:31])[CH:16]=[C:15]([CH3:21])[C:3]=1[O:4][CH2:5][CH2:6][CH2:7][C:8]([O:10][C:11]([CH3:14])([CH3:13])[CH3:12])=[O:9], predict the reactants needed to synthesize it. The reactants are: [Cl:1][C:2]1[CH:18]=C(C#N)[CH:16]=[C:15]([CH3:21])[C:3]=1[O:4][CH2:5][CH2:6][CH2:7][C:8]([O:10][C:11]([CH3:14])([CH3:13])[CH3:12])=[O:9].C([N:24]([CH2:27][CH3:28])CC)C.Cl.[NH2:30][OH:31]. (8) Given the product [Cl:30][C:24]1[CH:25]=[C:26]([Cl:29])[CH:27]=[CH:28][C:23]=1[C:22]([N:11]([C:12]1[CH:17]=[CH:16][C:15]([O:18][CH3:19])=[C:14]([O:20][CH3:21])[CH:13]=1)[C:8]1[S:9][CH:10]=[C:6]([C:4]([OH:5])=[O:3])[N:7]=1)=[O:31], predict the reactants needed to synthesize it. The reactants are: C([O:3][C:4]([C:6]1[N:7]=[C:8]([N:11]([C:22](=[O:31])[C:23]2[CH:28]=[CH:27][C:26]([Cl:29])=[CH:25][C:24]=2[Cl:30])[C:12]2[CH:17]=[CH:16][C:15]([O:18][CH3:19])=[C:14]([O:20][CH3:21])[CH:13]=2)[S:9][CH:10]=1)=[O:5])C.C(O)(=O)C.Cl.